This data is from Catalyst prediction with 721,799 reactions and 888 catalyst types from USPTO. The task is: Predict which catalyst facilitates the given reaction. (1) The catalyst class is: 7. Product: [OH:16][C:15]([CH3:17])([CH3:14])[CH2:1][C:2]1[N:7]=[CH:6][C:5]([OH:8])=[CH:4][CH:3]=1. Reactant: [CH3:1][C:2]1[N:7]=[CH:6][C:5]([OH:8])=[CH:4][CH:3]=1.C([Li])CCC.[CH3:14][C:15]([CH3:17])=[O:16]. (2) Reactant: [CH2:1]([O:3][CH2:4][C:5]1[N:6]([CH2:38][C:39]([CH3:52])([O:41][CH2:42][CH2:43][NH:44]C(=O)OC(C)(C)C)[CH3:40])[C:7]2[C:16]3[CH:15]=[CH:14][CH:13]=[CH:12][C:11]=3[N:10]=[C:9]([NH:17]C(C3C=CC=CC=3)(C3C=CC=CC=3)C3C=CC=CC=3)[C:8]=2[N:37]=1)[CH3:2].C(O)(C(F)(F)F)=O.[OH-].[Na+]. Product: [NH2:44][CH2:43][CH2:42][O:41][C:39]([CH3:40])([CH3:52])[CH2:38][N:6]1[C:7]2[C:16]3[CH:15]=[CH:14][CH:13]=[CH:12][C:11]=3[N:10]=[C:9]([NH2:17])[C:8]=2[N:37]=[C:5]1[CH2:4][O:3][CH2:1][CH3:2]. The catalyst class is: 4. (3) Reactant: [CH3:1][N:2]([CH3:19])[C:3](=[O:18])[CH2:4][CH2:5][CH2:6]/[CH:7]=[CH:8]\[C:9]1[CH:10]=[C:11]([CH:15]=[CH:16][CH:17]=1)[C:12]([OH:14])=O.[NH2:20][CH:21]([CH3:35])[C@@H:22]([O:24][Si:25]([CH:32]([CH3:34])[CH3:33])([CH:29]([CH3:31])[CH3:30])[CH:26]([CH3:28])[CH3:27])O. Product: [CH3:19][N:2]([CH3:1])[C:3](=[O:18])[CH2:4][CH2:5][CH2:6]/[CH:7]=[CH:8]\[C:9]1[CH:10]=[C:11]([CH:15]=[CH:16][CH:17]=1)[C:12]([NH:20][CH:21]([CH3:35])[CH2:22][O:24][Si:25]([CH:29]([CH3:31])[CH3:30])([CH:26]([CH3:28])[CH3:27])[CH:32]([CH3:33])[CH3:34])=[O:14]. The catalyst class is: 9. (4) Reactant: [O:1]1[C:5]2=[CH:6][N:7]=[C:8]([CH2:10][OH:11])[CH:9]=[C:4]2[CH2:3][CH2:2]1. Product: [O:1]1[C:5]2=[CH:6][N:7]=[C:8]([CH:10]=[O:11])[CH:9]=[C:4]2[CH2:3][CH2:2]1. The catalyst class is: 485. (5) Reactant: [OH:1][CH2:2][CH:3]1[O:8][CH2:7][CH2:6][NH:5][CH2:4]1.O1CCCNCC1.[C:16]([OH:23])(=[O:22])/[CH:17]=[CH:18]\[C:19]([OH:21])=[O:20]. Product: [C:16]([OH:23])(=[O:22])/[CH:17]=[CH:18]\[C:19]([OH:21])=[O:20].[OH:1][CH2:2][C@@H:3]1[O:8][CH2:7][CH2:6][NH:5][CH2:4]1. The catalyst class is: 5. (6) Reactant: Cl[C:2]1[C:11]2[C:6](=[CH:7][CH:8]=[C:9]([CH:12]=[O:13])[CH:10]=2)[N:5]=[CH:4][N:3]=1.[CH3:14][NH:15][CH3:16]. Product: [CH3:14][N:15]([CH3:16])[C:2]1[C:11]2[C:6](=[CH:7][CH:8]=[C:9]([CH:12]=[O:13])[CH:10]=2)[N:5]=[CH:4][N:3]=1. The catalyst class is: 38. (7) Reactant: [Cl:1][C:2]1[CH:3]=[C:4]2[C:10]([C:11]3[N:16]=[C:15]([NH:17][C@H:18]4[CH2:23][CH2:22][CH2:21][C@@:20]([CH3:28])([C:24]([O:26]C)=[O:25])[CH2:19]4)[C:14]([F:29])=[CH:13][N:12]=3)=[CH:9][NH:8][C:5]2=[N:6][CH:7]=1.O.[Li+].[OH-]. Product: [Cl:1][C:2]1[CH:3]=[C:4]2[C:10]([C:11]3[N:16]=[C:15]([NH:17][C@H:18]4[CH2:23][CH2:22][CH2:21][C@@:20]([CH3:28])([C:24]([OH:26])=[O:25])[CH2:19]4)[C:14]([F:29])=[CH:13][N:12]=3)=[CH:9][NH:8][C:5]2=[N:6][CH:7]=1. The catalyst class is: 5. (8) Reactant: CS(C)=O.C(Cl)(=O)C(Cl)=O.[OH:11][CH2:12][C@@H:13]1[CH2:17][C:16](/[CH:18]=[CH:19]/[CH3:20])=[CH:15][N:14]1[C:21]([C:23]1[CH:28]=[C:27]([O:29][CH3:30])[C:26]([O:31][Si:32]([CH:39]([CH3:41])[CH3:40])([CH:36]([CH3:38])[CH3:37])[CH:33]([CH3:35])[CH3:34])=[CH:25][C:24]=1[NH:42][C:43]([O:45][CH2:46][C:47]1[CH:52]=[CH:51][C:50]([NH:53][C:54](=[O:71])[C@@H:55]([NH:57][C:58](=[O:70])[C@@H:59]([NH:63][C:64](=[O:69])[O:65][CH2:66][CH:67]=[CH2:68])[CH:60]([CH3:62])[CH3:61])[CH3:56])=[CH:49][CH:48]=1)=[O:44])=[O:22].C(N(CC)CC)C. Product: [OH:11][C@@H:12]1[N:42]([C:43]([O:45][CH2:46][C:47]2[CH:52]=[CH:51][C:50]([NH:53][C:54](=[O:71])[C@@H:55]([NH:57][C:58](=[O:70])[C@@H:59]([NH:63][C:64]([O:65][CH2:66][CH:67]=[CH2:68])=[O:69])[CH:60]([CH3:61])[CH3:62])[CH3:56])=[CH:49][CH:48]=2)=[O:44])[C:24]2[CH:25]=[C:26]([O:31][Si:32]([CH:39]([CH3:40])[CH3:41])([CH:36]([CH3:37])[CH3:38])[CH:33]([CH3:35])[CH3:34])[C:27]([O:29][CH3:30])=[CH:28][C:23]=2[C:21](=[O:22])[N:14]2[CH:15]=[C:16](/[CH:18]=[CH:19]/[CH3:20])[CH2:17][C@@H:13]12. The catalyst class is: 2. (9) Reactant: [NH:1]1[CH2:4][CH:3]([C:5]2[N:14]([CH3:15])[C:13](=[O:16])[C:12]3[C:7](=[CH:8][C:9]([C:17]#[C:18][C:19]4[CH:24]=[CH:23][CH:22]=[CH:21][N:20]=4)=[CH:10][CH:11]=3)[N:6]=2)[CH2:2]1.Br[CH2:26][C:27]#[N:28].C([O-])([O-])=O.[K+].[K+].CC#N. Product: [CH3:15][N:14]1[C:13](=[O:16])[C:12]2[C:7](=[CH:8][C:9]([C:17]#[C:18][C:19]3[CH:24]=[CH:23][CH:22]=[CH:21][N:20]=3)=[CH:10][CH:11]=2)[N:6]=[C:5]1[CH:3]1[CH2:2][N:1]([CH2:26][C:27]#[N:28])[CH2:4]1. The catalyst class is: 6.